This data is from Full USPTO retrosynthesis dataset with 1.9M reactions from patents (1976-2016). The task is: Predict the reactants needed to synthesize the given product. Given the product [OH:22][CH2:21][C@H:9]1[CH2:10][N:11]([C:14]([O:16][C:17]([CH3:19])([CH3:20])[CH3:18])=[O:15])[CH2:12][CH2:13][N:8]1[C:6]([O:5][C:1]([CH3:4])([CH3:3])[CH3:2])=[O:7], predict the reactants needed to synthesize it. The reactants are: [C:1]([O:5][C:6]([N:8]1[CH2:13][CH2:12][N:11]([C:14]([O:16][C:17]([CH3:20])([CH3:19])[CH3:18])=[O:15])[CH2:10][C@@H:9]1[C:21](O)=[O:22])=[O:7])([CH3:4])([CH3:3])[CH3:2].B.C1COCC1.CO.